This data is from Catalyst prediction with 721,799 reactions and 888 catalyst types from USPTO. The task is: Predict which catalyst facilitates the given reaction. (1) Reactant: C([O:8][C:9](=[O:43])[CH:10]([NH:35][C:36]([O:38][C:39]([CH3:42])([CH3:41])[CH3:40])=[O:37])[CH2:11][CH2:12][C:13]1[N:17]([CH2:18][C:19]2[CH:24]=[CH:23][C:22]([C:25]([CH3:28])([CH3:27])[CH3:26])=[CH:21][CH:20]=2)[C:16]2[CH:29]=[C:30]([CH3:34])[C:31]([CH3:33])=[CH:32][C:15]=2[N:14]=1)C1C=CC=CC=1.[OH-].[Na+]. Product: [C:39]([O:38][C:36]([NH:35][C@@H:10]([CH2:11][CH2:12][C:13]1[N:17]([CH2:18][C:19]2[CH:20]=[CH:21][C:22]([C:25]([CH3:28])([CH3:26])[CH3:27])=[CH:23][CH:24]=2)[C:16]2[CH:29]=[C:30]([CH3:34])[C:31]([CH3:33])=[CH:32][C:15]=2[N:14]=1)[C:9]([OH:43])=[O:8])=[O:37])([CH3:40])([CH3:41])[CH3:42]. The catalyst class is: 36. (2) Reactant: [O:1]=[N:2][C@H:3]([C:8]([O-:10])=[O:9])[CH2:4][CH2:5][S:6][CH3:7].[Ca+2].[O:1]=[N:2][C@H:3]([C:8]([O-:10])=[O:9])[CH2:4][CH2:5][S:6][CH3:7].Cl. Product: [O:1]=[N:2][C@H:3]([C:8]([OH:10])=[O:9])[CH2:4][CH2:5][S:6][CH3:7]. The catalyst class is: 581. (3) Reactant: [C:1]([C:5]1[N:10]=[C:9]([N:11]2[CH2:16][CH2:15][N:14]([CH2:17][CH2:18][CH2:19]Cl)[CH2:13][CH2:12]2)[CH:8]=[C:7]([CH:21]2[CH2:24][CH2:23][CH2:22]2)[N:6]=1)([CH3:4])([CH3:3])[CH3:2].[CH3:25][N:26]1[C:30]([SH:31])=[N:29][N:28]=[N:27]1.[OH-].[Li+].[I-].[K+]. Product: [C:1]([C:5]1[N:6]=[C:7]([CH:21]2[CH2:24][CH2:23][CH2:22]2)[CH:8]=[C:9]([N:11]2[CH2:16][CH2:15][N:14]([CH2:17][CH2:18][CH2:19][S:31][C:30]3[N:26]([CH3:25])[N:27]=[N:28][N:29]=3)[CH2:13][CH2:12]2)[N:10]=1)([CH3:4])([CH3:3])[CH3:2]. The catalyst class is: 9. (4) The catalyst class is: 511. Reactant: [CH3:1][C:2]1[C:6]([C:7]2[N:11]([C:12]3[CH:17]=[CH:16][C:15]([OH:18])=[CH:14][CH:13]=3)[N:10]=[C:9]([CH3:19])[C:8]=2[CH:20]=O)=[C:5]([CH3:22])[O:4][N:3]=1.Cl.[NH2:24][OH:25].N1C=CC=CC=1.Cl. Product: [CH3:1][C:2]1[C:6]([C:7]2[N:11]([C:12]3[CH:13]=[CH:14][C:15]([OH:18])=[CH:16][CH:17]=3)[N:10]=[C:9]([CH3:19])[C:8]=2[CH:20]=[N:24][OH:25])=[C:5]([CH3:22])[O:4][N:3]=1.